From a dataset of Catalyst prediction with 721,799 reactions and 888 catalyst types from USPTO. Predict which catalyst facilitates the given reaction. The catalyst class is: 83. Reactant: NC1C2C(Cl)=CN(C(OCC3C=CC=CC=3)=O)C=2C=CN=1.C(N(CC)CC)C.C1(C(Cl)=O)CC1.[CH:35]1([C:38]([NH:40][C:41]2[C:46]3[C:47]([Cl:60])=[CH:48][N:49](C(OCC4C=CC=CC=4)=O)[C:45]=3[CH:44]=[CH:43][N:42]=2)=[O:39])[CH2:37][CH2:36]1.C(=O)([O-])[O-].[K+].[K+]. Product: [Cl:60][C:47]1[C:46]2[C:41]([NH:40][C:38]([CH:35]3[CH2:36][CH2:37]3)=[O:39])=[N:42][CH:43]=[CH:44][C:45]=2[NH:49][CH:48]=1.